Dataset: Full USPTO retrosynthesis dataset with 1.9M reactions from patents (1976-2016). Task: Predict the reactants needed to synthesize the given product. (1) Given the product [Br:24][C:25]1[CH:32]=[CH:31][C:28]([CH2:29][C:20]23[C:21](=[O:22])[N:9]([C:4]4[CH:5]=[C:6]([Cl:8])[CH:7]=[C:2]([Cl:1])[CH:3]=4)[C:10](=[O:23])[N:11]2[CH2:12][C:13]2[CH:14]=[CH:15][CH:16]=[CH:17][C:18]=2[CH2:19]3)=[CH:27][CH:26]=1, predict the reactants needed to synthesize it. The reactants are: [Cl:1][C:2]1[CH:3]=[C:4]([N:9]2[C:21](=[O:22])[C@H:20]3[N:11]([CH2:12][C:13]4[CH:14]=[CH:15][CH:16]=[CH:17][C:18]=4[CH2:19]3)[C:10]2=[O:23])[CH:5]=[C:6]([Cl:8])[CH:7]=1.[Br:24][C:25]1[CH:32]=[CH:31][C:28]([CH2:29]Br)=[CH:27][CH:26]=1. (2) Given the product [N:1]1[CH:6]=[CH:5][CH:4]=[CH:3][C:2]=1[C@@H:7]1[CH2:11][CH2:10][C@H:9]([OH:12])[CH2:8]1, predict the reactants needed to synthesize it. The reactants are: [N:1]1[CH:6]=[CH:5][CH:4]=[CH:3][C:2]=1[CH:7]1[CH2:11][CH2:10][C:9](=[O:12])[CH2:8]1.[BH4-].[Na+]. (3) Given the product [ClH:27].[ClH:30].[CH3:1][C:2]1[C:7]([CH2:8][NH:9][C:10]([C:12]2[CH:16]=[C:15]([NH:17][C:18](=[O:28])[C:19]3[CH:24]=[C:23]([F:25])[C:22]([F:26])=[CH:21][C:20]=3[Cl:27])[NH:14][N:13]=2)=[O:11])=[C:6]([CH3:29])[CH:5]=[CH:4][N:3]=1, predict the reactants needed to synthesize it. The reactants are: [CH3:1][C:2]1[C:7]([CH2:8][NH:9][C:10]([C:12]2[CH:16]=[C:15]([NH:17][C:18](=[O:28])[C:19]3[CH:24]=[C:23]([F:25])[C:22]([F:26])=[CH:21][C:20]=3[Cl:27])[NH:14][N:13]=2)=[O:11])=[C:6]([CH3:29])[CH:5]=[CH:4][N:3]=1.[ClH:30].C(OCC)(=O)C.C(OCC)(=O)C. (4) Given the product [N:4]1[CH:5]=[CH:6][CH:7]=[C:2]([N:8]2[CH2:13][CH2:12][NH:11][CH2:10][CH2:9]2)[CH:3]=1, predict the reactants needed to synthesize it. The reactants are: Br[C:2]1[CH:3]=[N:4][CH:5]=[CH:6][CH:7]=1.[NH:8]1[CH2:13][CH2:12][NH:11][CH2:10][CH2:9]1.CC(C)([O-])C.[K+]. (5) The reactants are: [C:1]([Si:3]([CH3:6])([CH3:5])[CH3:4])#[CH:2].C(N(CC)CC)C.[F:14][C:15]1[CH:16]=[C:17]([N:22]2[CH2:26][C@H:25]([CH2:27][N:28]3[CH:32]=[C:31]([CH3:33])[N:30]=[N:29]3)[O:24][C:23]2=[O:34])[CH:18]=[CH:19][C:20]=1I. Given the product [F:14][C:15]1[CH:16]=[C:17]([N:22]2[CH2:26][C@H:25]([CH2:27][N:28]3[CH:32]=[C:31]([CH3:33])[N:30]=[N:29]3)[O:24][C:23]2=[O:34])[CH:18]=[CH:19][C:20]=1[C:2]#[C:1][Si:3]([CH3:6])([CH3:5])[CH3:4], predict the reactants needed to synthesize it.